Dataset: Forward reaction prediction with 1.9M reactions from USPTO patents (1976-2016). Task: Predict the product of the given reaction. (1) Given the reactants [NH2:1][C:2]1[CH:7]=[CH:6][C:5]([NH:8][C:9]2[N:14]=[C:13]([C:15]3[CH:16]=[CH:17][C:18]([O:23][CH3:24])=[C:19]([CH:22]=3)[C:20]#[N:21])[CH:12]=[CH:11][N:10]=2)=[CH:4][CH:3]=1.[C:25]([N:32]1[CH:36]=[CH:35]N=C1)(N1C=CN=C1)=[O:26].NCC[CH2:40][OH:41], predict the reaction product. The product is: [C:20]([C:19]1[CH:22]=[C:15]([C:13]2[CH:12]=[CH:11][N:10]=[C:9]([NH:8][C:5]3[CH:6]=[CH:7][C:2]([NH:1][C:25]([NH:32][CH2:36][CH2:35][CH2:40][OH:41])=[O:26])=[CH:3][CH:4]=3)[N:14]=2)[CH:16]=[CH:17][C:18]=1[O:23][CH3:24])#[N:21]. (2) Given the reactants [N+:1]([C:4]1[CH:5]=[CH:6][C:7](OC2C=C3C(=CC=2)OC(C2C=CC=CC=2)CC3)=[N:8][CH:9]=1)([O-:3])=[O:2].[F:27][C:28]1[CH:33]=[CH:32][CH:31]=[CH:30][C:29]=1[CH:34]1[CH2:43][CH:42]([OH:44])[C:41]2[C:36](=[CH:37][CH:38]=[C:39]([OH:45])[CH:40]=2)[O:35]1, predict the reaction product. The product is: [F:27][C:28]1[CH:33]=[CH:32][CH:31]=[CH:30][C:29]=1[CH:34]1[CH2:43][CH:42]([OH:44])[C:41]2[C:36](=[CH:37][CH:38]=[C:39]([O:45][C:7]3[CH:6]=[CH:5][C:4]([N+:1]([O-:3])=[O:2])=[CH:9][N:8]=3)[CH:40]=2)[O:35]1. (3) Given the reactants [O:1]1[CH2:6][CH2:5][N:4]([CH2:7][CH2:8][CH2:9][N:10]([CH2:26][C:27]2[CH:36]=[CH:35][C:30]([C:31](OC)=[O:32])=[CH:29][CH:28]=2)[C:11]([NH:13][C@H:14]([C:16]2[C:25]3[C:20](=[CH:21][CH:22]=[CH:23][CH:24]=3)[CH:19]=[CH:18][CH:17]=2)[CH3:15])=[O:12])[CH2:3][CH2:2]1.[BH4-].[Li+].CO, predict the reaction product. The product is: [OH:32][CH2:31][C:30]1[CH:29]=[CH:28][C:27]([CH2:26][N:10]([CH2:9][CH2:8][CH2:7][N:4]2[CH2:3][CH2:2][O:1][CH2:6][CH2:5]2)[C:11]([NH:13][C@H:14]([C:16]2[C:25]3[C:20](=[CH:21][CH:22]=[CH:23][CH:24]=3)[CH:19]=[CH:18][CH:17]=2)[CH3:15])=[O:12])=[CH:36][CH:35]=1. (4) The product is: [CH2:8]([O:12][C:13]1[N:21]=[C:20]2[C:16]([N:17]=[C:18]([O:22][CH3:23])[N:19]2[CH2:32][CH2:33][CH2:34][CH2:35][Cl:36])=[C:15]([NH2:24])[N:14]=1)[CH2:9][CH2:10][CH3:11]. Given the reactants FC(F)(F)C(O)=O.[CH2:8]([O:12][C:13]1[N:21]=[C:20]2[C:16]([N:17]=[C:18]([O:22][CH3:23])[NH:19]2)=[C:15]([NH2:24])[N:14]=1)[CH2:9][CH2:10][CH3:11].C(=O)([O-])[O-].[K+].[K+].Br[CH2:32][CH2:33][CH2:34][CH2:35][Cl:36], predict the reaction product. (5) Given the reactants [CH3:1][C:2]1[CH2:7][CH2:6][CH:5]([CH2:8][OH:9])[CH2:4][CH:3]=1.C(OO)(=[O:12])C, predict the reaction product. The product is: [CH3:1][C:2]12[O:12][CH:7]1[CH2:6][CH:5]([CH2:8][OH:9])[CH2:4][CH2:3]2. (6) Given the reactants [CH2:1]([C:3]1[CH:8]=[CH:7][CH:6]=[C:5]([CH2:9][CH3:10])[C:4]=1[C:11]1[N:16]=[C:15]([O:17][CH3:18])[C:14]([C:19](O)([CH2:23][CH2:24][CH3:25])[CH2:20][CH2:21][CH3:22])=[C:13]([CH3:27])[N:12]=1)[CH3:2].O=S(Cl)Cl, predict the reaction product. The product is: [CH2:9]([C:5]1[CH:6]=[CH:7][CH:8]=[C:3]([CH2:1][CH3:2])[C:4]=1[C:11]1[N:16]=[C:15]([O:17][CH3:18])[C:14]([C:19]([CH2:23][CH2:24][CH3:25])=[CH:20][CH2:21][CH3:22])=[C:13]([CH3:27])[N:12]=1)[CH3:10]. (7) Given the reactants [NH2:1][C:2]1[CH:17]=[CH:16][CH:15]=[C:14]([CH3:18])[C:3]=1[C:4]([NH:6][C:7]1[CH:12]=[CH:11][CH:10]=[CH:9][C:8]=1[Cl:13])=[O:5].[Cl:19][CH2:20][C:21](Cl)=O, predict the reaction product. The product is: [Cl:19][CH2:20][C:21]1[N:6]([C:7]2[CH:12]=[CH:11][CH:10]=[CH:9][C:8]=2[Cl:13])[C:4](=[O:5])[C:3]2[C:2](=[CH:17][CH:16]=[CH:15][C:14]=2[CH3:18])[N:1]=1. (8) The product is: [C:48]([NH:52][S:53]([CH2:56][CH2:57][C:58]1[CH:63]=[CH:62][C:61]([NH:64][C:16]([C:5]2[N:6]([CH2:8][O:9][CH2:10][CH2:11][Si:12]([CH3:13])([CH3:14])[CH3:15])[CH:7]=[C:3]([C:1]#[N:2])[N:4]=2)=[O:18])=[C:60]([C:65]2[CH2:70][CH2:69][CH2:68][CH2:67][CH:66]=2)[CH:59]=1)(=[O:54])=[O:55])([CH3:51])([CH3:49])[CH3:50]. Given the reactants [C:1]([C:3]1[N:4]=[C:5]([C:16]([OH:18])=O)[N:6]([CH2:8][O:9][CH2:10][CH2:11][Si:12]([CH3:15])([CH3:14])[CH3:13])[CH:7]=1)#[N:2].[K+].C(C1N=C(C([O-])=O)N(COCC[Si](C)(C)C)C=1)#N.N1C=CC=CC=1.O=S(Cl)Cl.[C:48]([NH:52][S:53]([CH2:56][CH2:57][C:58]1[CH:63]=[CH:62][C:61]([NH2:64])=[C:60]([C:65]2[CH2:70][CH2:69][CH2:68][CH2:67][CH:66]=2)[CH:59]=1)(=[O:55])=[O:54])([CH3:51])([CH3:50])[CH3:49], predict the reaction product.